From a dataset of Forward reaction prediction with 1.9M reactions from USPTO patents (1976-2016). Predict the product of the given reaction. (1) Given the reactants [Br-:1].[Br:2]C[C:4]1[CH:5]=[C:6]([CH:43]=[CH:44][CH:45]=1)[CH2:7][N:8]1[C:40]([S:41][CH3:42])=[C:11]2[S:12][C:13]([C:15]3[C@H:16]([CH3:39])[C@@H:17]4[C@@H:34]([C@H:35]([OH:37])[CH3:36])[C:33](=[O:38])[N:18]4[C:19]=3[C:20]([O:22][CH2:23][C:24]3[CH:29]=[CH:28][C:27]([N+:30]([O-:32])=[O:31])=[CH:26][CH:25]=3)=[O:21])=[CH:14][N+:10]2=[CH:9]1.[NH2:46][C:47]([NH2:49])=[S:48].[CH2:50](OCC)C, predict the reaction product. The product is: [BrH:2].[Br-:1].[OH:37][C@@H:35]([C@H:34]1[C:33](=[O:38])[N:18]2[C:19]([C:20]([O:22][CH2:23][C:24]3[CH:29]=[CH:28][C:27]([N+:30]([O-:32])=[O:31])=[CH:26][CH:25]=3)=[O:21])=[C:15]([C:13]3[S:12][C:11]4=[C:40]([S:41][CH3:42])[N:8]([CH:7]([CH2:50][N:46]=[C:47]([NH2:49])[SH:48])[C:6]5[CH:43]=[CH:44][CH:45]=[CH:4][CH:5]=5)[CH:9]=[N+:10]4[CH:14]=3)[C@H:16]([CH3:39])[C@H:17]12)[CH3:36]. (2) Given the reactants [CH:1]([C:3]1[CH:12]=[CH:11][C:6]([C:7]([O:9][CH3:10])=[O:8])=[CH:5][C:4]=1[OH:13])=[O:2].C(=O)([O-])[O-].[K+].[K+].Br[CH2:21][CH:22]1[CH2:24][CH2:23]1.Cl, predict the reaction product. The product is: [CH:22]1([CH2:21][O:13][C:4]2[CH:5]=[C:6]([CH:11]=[CH:12][C:3]=2[CH:1]=[O:2])[C:7]([O:9][CH3:10])=[O:8])[CH2:24][CH2:23]1.